This data is from Forward reaction prediction with 1.9M reactions from USPTO patents (1976-2016). The task is: Predict the product of the given reaction. (1) Given the reactants P(Br)(Br)[Br:2].[F:5][C:6]1[CH:7]=[C:8]([C:12]2[C:21]3[C:16](=[CH:17][CH:18]=[CH:19][CH:20]=3)[C:15](=[O:22])[O:14][C:13]=2[CH:23](O)[CH3:24])[CH:9]=[CH:10][CH:11]=1, predict the reaction product. The product is: [Br:2][CH:23]([C:13]1[O:14][C:15](=[O:22])[C:16]2[C:21]([C:12]=1[C:8]1[CH:9]=[CH:10][CH:11]=[C:6]([F:5])[CH:7]=1)=[CH:20][CH:19]=[CH:18][CH:17]=2)[CH3:24]. (2) Given the reactants CN(C(ON1N=NC2C=CC=NC1=2)=[N+](C)C)C.F[P-](F)(F)(F)(F)F.Cl.Cl.[Cl:27][C:28]1[C:29]([F:54])=[C:30]([NH:34][C:35]2[C:44]3[C:39](=[CH:40][C:41]([O:52][CH3:53])=[C:42]([O:45][CH:46]4[CH2:51][CH2:50][NH:49][CH2:48][CH2:47]4)[CH:43]=3)[N:38]=[CH:37][N:36]=2)[CH:31]=[CH:32][CH:33]=1.C(N(C(C)C)CC)(C)C.[CH3:64][C:65]1[O:69][N:68]=[CH:67][C:66]=1[C:70](O)=[O:71], predict the reaction product. The product is: [Cl:27][C:28]1[C:29]([F:54])=[C:30]([NH:34][C:35]2[C:44]3[C:39](=[CH:40][C:41]([O:52][CH3:53])=[C:42]([O:45][CH:46]4[CH2:47][CH2:48][N:49]([C:70]([C:66]5[CH:67]=[N:68][O:69][C:65]=5[CH3:64])=[O:71])[CH2:50][CH2:51]4)[CH:43]=3)[N:38]=[CH:37][N:36]=2)[CH:31]=[CH:32][CH:33]=1. (3) Given the reactants [C:1](=[O:6])=[N:2][C:3](Cl)=[O:4].[CH3:7][C:8]1[O:12][C:11]([C:13]2[CH:18]=[CH:17][C:16]([C:19]([F:22])([F:21])[F:20])=[CH:15][CH:14]=2)=[N:10][C:9]=1[C:23]1[CH:28]=[CH:27][C:26]([C:29]2[CH:34]=[CH:33][C:32]([CH2:35][NH:36][OH:37])=[CH:31][CH:30]=2)=[CH:25][CH:24]=1.O1CCCC1.Cl, predict the reaction product. The product is: [CH3:7][C:8]1[O:12][C:11]([C:13]2[CH:18]=[CH:17][C:16]([C:19]([F:21])([F:20])[F:22])=[CH:15][CH:14]=2)=[N:10][C:9]=1[C:23]1[CH:28]=[CH:27][C:26]([C:29]2[CH:34]=[CH:33][C:32]([CH2:35][N:36]3[C:3](=[O:4])[NH:2][C:1](=[O:6])[O:37]3)=[CH:31][CH:30]=2)=[CH:25][CH:24]=1. (4) The product is: [C:9]([O:13][C:14]([N:16]1[CH2:21][CH2:20][N:19]([C:22]([C:24]2[N:32]3[C:27]([CH:28]=[CH:29][CH:30]=[CH:31]3)=[C:26]([C:33]3[CH:34]=[CH:35][CH:36]=[CH:37][CH:38]=3)[C:25]=2[CH2:39][C:40]2[CH:45]=[CH:44][CH:43]=[C:42]([F:46])[C:41]=2[CH3:47])=[O:23])[CH2:18][C@@H:17]1[CH2:48][C:49](=[O:50])[NH:1][CH2:2][CH:3]1[CH2:8][CH2:7][O:6][CH2:5][CH2:4]1)=[O:15])([CH3:11])([CH3:12])[CH3:10]. Given the reactants [NH2:1][CH2:2][CH:3]1[CH2:8][CH2:7][O:6][CH2:5][CH2:4]1.[C:9]([O:13][C:14]([N:16]1[CH2:21][CH2:20][N:19]([C:22]([C:24]2[N:32]3[C:27]([CH:28]=[CH:29][CH:30]=[CH:31]3)=[C:26]([C:33]3[CH:38]=[CH:37][CH:36]=[CH:35][CH:34]=3)[C:25]=2[CH2:39][C:40]2[CH:45]=[CH:44][CH:43]=[C:42]([F:46])[C:41]=2[CH3:47])=[O:23])[CH2:18][C@@H:17]1[CH2:48][C:49](O)=[O:50])=[O:15])([CH3:12])([CH3:11])[CH3:10].CN(C(ON1N=NC2C=CC=CC1=2)=[N+](C)C)C.[B-](F)(F)(F)F, predict the reaction product. (5) Given the reactants [H-].[Al+3].[Li+].[H-].[H-].[H-].[CH3:7][C:8]1[C:9]([N:14]([CH2:31][O:32][CH2:33][CH2:34][O:35][CH3:36])[S:15]([C:18]2[S:19][CH:20]=[CH:21][C:22]=2[C:23]2[CH:28]=[CH:27][C:26]([CH:29]=[O:30])=[CH:25][CH:24]=2)(=[O:17])=[O:16])=[N:10][O:11][C:12]=1[CH3:13].O1CCC[CH2:38]1, predict the reaction product. The product is: [CH3:7][C:8]1[C:9]([N:14]([CH2:31][O:32][CH2:33][CH2:34][O:35][CH3:36])[S:15]([C:18]2[S:19][C:20]([CH3:38])=[CH:21][C:22]=2[C:23]2[CH:28]=[CH:27][C:26]([CH2:29][OH:30])=[CH:25][CH:24]=2)(=[O:17])=[O:16])=[N:10][O:11][C:12]=1[CH3:13]. (6) Given the reactants [F:1][C:2]1[CH:7]=[CH:6][C:5]([N+:8]([O-])=O)=[CH:4][C:3]=1[NH:11][C:12](=[O:18])[O:13][C:14]([CH3:17])([CH3:16])[CH3:15], predict the reaction product. The product is: [F:1][C:2]1[CH:7]=[CH:6][C:5]([NH2:8])=[CH:4][C:3]=1[NH:11][C:12](=[O:18])[O:13][C:14]([CH3:16])([CH3:15])[CH3:17]. (7) The product is: [CH3:23][C:18]1[C:17]([CH:14]([C:12]2[O:13][C:9]3[CH:8]=[CH:7][C:6]([CH2:2][C:3]([OH:5])=[O:4])=[CH:24][C:10]=3[CH:11]=2)[CH2:15][OH:16])=[C:21]([CH3:22])[O:20][N:19]=1. Given the reactants C[CH:2]([C:6]1[CH:7]=[CH:8][C:9]2[O:13][C:12]([CH:14]([C:17]3[C:18]([CH3:23])=[N:19][O:20][C:21]=3[CH3:22])[CH2:15][OH:16])=[CH:11][C:10]=2[CH:24]=1)[C:3]([OH:5])=[O:4].C(OCC#N)(C)C, predict the reaction product. (8) The product is: [N:31]1([CH2:36][CH2:37][CH2:38][NH:39][C:27]([C:25]2[CH:24]=[CH:23][C:18]3[NH:19][C:20](=[O:22])[CH2:21][C:15]4[CH:14]=[N:13][C:12]([NH:11][C:5]5[CH:6]=[CH:7][C:8]([O:9][CH3:10])=[C:3]([O:2][CH3:1])[CH:4]=5)=[N:30][C:16]=4[C:17]=3[CH:26]=2)=[O:29])[CH2:35][CH2:34][CH2:33][CH2:32]1. Given the reactants [CH3:1][O:2][C:3]1[CH:4]=[C:5]([NH:11][C:12]2[N:13]=[CH:14][C:15]3[CH2:21][C:20](=[O:22])[NH:19][C:18]4[CH:23]=[CH:24][C:25]([C:27]([OH:29])=O)=[CH:26][C:17]=4[C:16]=3[N:30]=2)[CH:6]=[CH:7][C:8]=1[O:9][CH3:10].[N:31]1([CH2:36][CH2:37][CH2:38][NH2:39])[CH2:35][CH2:34][CH2:33][CH2:32]1, predict the reaction product. (9) The product is: [CH:20]([C:10]1[NH:11][C:12]([C:13]2[CH:18]=[CH:17][CH:16]=[C:15]([CH3:19])[N:14]=2)=[C:8]([C:4]2[CH:3]=[C:2]([C:29]3[CH:30]=[CH:31][C:26]([C:23](=[O:25])[CH3:24])=[CH:27][CH:28]=3)[CH:7]=[CH:6][CH:5]=2)[N:9]=1)([CH3:22])[CH3:21]. Given the reactants Br[C:2]1[CH:3]=[C:4]([C:8]2[N:9]=[C:10]([CH:20]([CH3:22])[CH3:21])[NH:11][C:12]=2[C:13]2[CH:18]=[CH:17][CH:16]=[C:15]([CH3:19])[N:14]=2)[CH:5]=[CH:6][CH:7]=1.[C:23]([C:26]1[CH:31]=[CH:30][C:29](B(O)O)=[CH:28][CH:27]=1)(=[O:25])[CH3:24], predict the reaction product.